This data is from Forward reaction prediction with 1.9M reactions from USPTO patents (1976-2016). The task is: Predict the product of the given reaction. (1) Given the reactants [Cl:1][C:2]1[CH:3]=[N:4][CH:5]=[C:6]([Cl:23])[C:7]=1[NH:8][C:9]1[C:18]2[C:13](=[C:14]([OH:21])[C:15]([O:19][CH3:20])=[CH:16][CH:17]=2)[NH:12][C:11](=[O:22])[CH:10]=1.Br[CH2:25][CH2:26][CH2:27][CH2:28][CH2:29][CH2:30][CH2:31]Br.[CH3:33][N:34]1[CH2:39][CH2:38][NH:37][CH2:36][CH2:35]1.ClCCCCCCOC1C(OC)=CC=C2C=1NC(=O)C=C2NC1C(Cl)=CN=CC=1Cl, predict the reaction product. The product is: [Cl:1][C:2]1[CH:3]=[N:4][CH:5]=[C:6]([Cl:23])[C:7]=1[NH:8][C:9]1[C:18]2[C:13](=[C:14]([O:21][CH2:25][CH2:26][CH2:27][CH2:28][CH2:29][CH2:30][CH2:31][N:37]3[CH2:38][CH2:39][N:34]([CH3:33])[CH2:35][CH2:36]3)[C:15]([O:19][CH3:20])=[CH:16][CH:17]=2)[NH:12][C:11](=[O:22])[CH:10]=1. (2) Given the reactants [CH2:1]([N:8]([C@H:13]1[C@H:17]([OH:18])[CH2:16][O:15][CH2:14]1)[C:9](=[O:12])[CH2:10]Cl)[C:2]1[CH:7]=[CH:6][CH:5]=[CH:4][CH:3]=1.CC([O-])(C)C.[K+], predict the reaction product. The product is: [CH2:1]([N:8]1[C:9](=[O:12])[CH2:10][O:18][C@@H:17]2[CH2:16][O:15][CH2:14][C@@H:13]12)[C:2]1[CH:7]=[CH:6][CH:5]=[CH:4][CH:3]=1. (3) Given the reactants [Br:1][C:2]1[CH:15]=[C:14](I)[CH:13]=[CH:12][C:3]=1[O:4][CH2:5][CH2:6][N:7]1[CH2:11][CH2:10][CH2:9][CH2:8]1.[Cl:17][C:18]1[CH:23]=[CH:22][C:21]([C:24]2[CH:25]=[CH:26][C:27]([C:30]#[CH:31])=[N:28][CH:29]=2)=[CH:20][CH:19]=1, predict the reaction product. The product is: [Br:1][C:2]1[CH:15]=[C:14]([C:31]#[C:30][C:27]2[CH:26]=[CH:25][C:24]([C:21]3[CH:22]=[CH:23][C:18]([Cl:17])=[CH:19][CH:20]=3)=[CH:29][N:28]=2)[CH:13]=[CH:12][C:3]=1[O:4][CH2:5][CH2:6][N:7]1[CH2:11][CH2:10][CH2:9][CH2:8]1. (4) Given the reactants [Br:1][C:2]1[C:11]2[O:10][CH:9]([CH:12]([CH3:14])[CH3:13])[C:8](=[O:15])[NH:7][C:6]=2[CH:5]=[C:4]([CH2:16][OH:17])[CH:3]=1.CO.O.[C:21]1(C)C=CC(S(O)(=O)=O)=CC=1, predict the reaction product. The product is: [Br:1][C:2]1[C:11]2[O:10][CH:9]([CH:12]([CH3:14])[CH3:13])[C:8](=[O:15])[NH:7][C:6]=2[CH:5]=[C:4]([CH2:16][O:17][CH3:21])[CH:3]=1. (5) The product is: [CH:2]([C:3]1[O:4][C:5]([CH3:18])=[CH:6][C:7](=[O:17])[C:8]=1[O:9][CH2:10][C:11]1[CH:16]=[CH:15][CH:14]=[CH:13][CH:12]=1)=[O:1]. Given the reactants [OH:1][CH2:2][C:3]1[O:4][C:5]([CH3:18])=[CH:6][C:7](=[O:17])[C:8]=1[O:9][CH2:10][C:11]1[CH:16]=[CH:15][CH:14]=[CH:13][CH:12]=1.CS(C)=O.C(N(CC)CC)C, predict the reaction product. (6) Given the reactants [N+:1]([C:4]1[CH:17]=[CH:16][C:7]([O:8][C:9]2[O:13][C:12]([CH:14]=O)=[CH:11][CH:10]=2)=[CH:6][CH:5]=1)([O-:3])=[O:2].[CH2:18]([O:20][C:21](=[O:26])[CH2:22][N:23]=[N+:24]=[N-:25])[CH3:19].C1CCN2C(=NCCC2)CC1, predict the reaction product. The product is: [CH2:18]([O:20][C:21](=[O:26])[C:22]([N:23]=[N+:24]=[N-:25])=[CH:14][C:12]1[O:13][C:9]([O:8][C:7]2[CH:6]=[CH:5][C:4]([N+:1]([O-:3])=[O:2])=[CH:17][CH:16]=2)=[CH:10][CH:11]=1)[CH3:19]. (7) Given the reactants [NH2:1][C:2]1[CH:7]=[CH:6][C:5]([N:8]2[CH2:12][CH2:11][O:10][C:9]2=[O:13])=[CH:4][CH:3]=1.[N:14]1[CH:19]=[CH:18][N:17]=[C:16]2[C:20]([O:22][C:23](=O)[C:15]=12)=[O:21].C(N(CC)CC)C.C(Cl)(=O)C(C)(C)C, predict the reaction product. The product is: [O:13]=[C:9]1[N:8]([C:5]2[CH:4]=[CH:3][C:2]([N:1]=[C:23]3[C:15]4=[N:14][CH:19]=[CH:18][N:17]=[C:16]4[C:20](=[O:21])[O:22]3)=[CH:7][CH:6]=2)[CH2:12][CH2:11][O:10]1.